The task is: Predict the reactants needed to synthesize the given product.. This data is from Full USPTO retrosynthesis dataset with 1.9M reactions from patents (1976-2016). (1) Given the product [Cl:21][C:10]1[CH:9]=[C:8]([C:5]2[CH:6]=[CH:7][C:2]([F:1])=[CH:3][CH:4]=2)[C:17]2[C:12](=[CH:13][C:14]([CH3:18])=[CH:15][CH:16]=2)[N:11]=1, predict the reactants needed to synthesize it. The reactants are: [F:1][C:2]1[CH:7]=[CH:6][C:5]([C:8]2[C:17]3[C:12](=[CH:13][C:14]([CH3:18])=[CH:15][CH:16]=3)[N:11]=[CH:10][CH:9]=2)=[CH:4][CH:3]=1.P(Cl)(Cl)([Cl:21])=O.C([O-])(O)=O.[Na+]. (2) Given the product [NH:22]1[C:26]2[CH:27]=[CH:28][CH:29]=[CH:30][C:25]=2[N:24]=[C:23]1[CH2:31][NH:32][CH2:3][CH:2]([OH:1])[CH:4]([NH:12][C:13](=[O:19])[O:14][C:15]([CH3:18])([CH3:17])[CH3:16])[CH2:5][C:6]1[CH:11]=[CH:10][CH:9]=[CH:8][CH:7]=1, predict the reactants needed to synthesize it. The reactants are: [O:1]1[CH2:3][CH:2]1[CH:4]([NH:12][C:13](=[O:19])[O:14][C:15]([CH3:18])([CH3:17])[CH3:16])[CH2:5][C:6]1[CH:11]=[CH:10][CH:9]=[CH:8][CH:7]=1.Cl.Cl.[NH:22]1[C:26]2[CH:27]=[CH:28][CH:29]=[CH:30][C:25]=2[N:24]=[C:23]1[CH2:31][NH2:32].CCN(C(C)C)C(C)C.